Dataset: Full USPTO retrosynthesis dataset with 1.9M reactions from patents (1976-2016). Task: Predict the reactants needed to synthesize the given product. (1) Given the product [CH3:10][S:11]([O:1][CH2:2][CH2:3][N:4]1[CH2:8][CH2:7][CH2:6][C:5]1=[O:9])(=[O:13])=[O:12], predict the reactants needed to synthesize it. The reactants are: [OH:1][CH2:2][CH2:3][N:4]1[CH2:8][CH2:7][CH2:6][C:5]1=[O:9].[CH3:10][S:11](Cl)(=[O:13])=[O:12]. (2) Given the product [Cl:13][C:14]1[N:15]=[CH:16][C:17]2[CH2:23][N:24]([C:25]3[CH:30]=[C:29]([O:31][CH3:32])[CH:28]=[C:27]([O:33][CH3:34])[CH:26]=3)[C:2](=[O:4])[N:20]([CH2:21][CH3:22])[C:18]=2[CH:19]=1, predict the reactants needed to synthesize it. The reactants are: Cl[C:2](Cl)([O:4]C(=O)OC(Cl)(Cl)Cl)Cl.[Cl:13][C:14]1[CH:19]=[C:18]([NH:20][CH2:21][CH3:22])[C:17]([CH2:23][NH:24][C:25]2[CH:30]=[C:29]([O:31][CH3:32])[CH:28]=[C:27]([O:33][CH3:34])[CH:26]=2)=[CH:16][N:15]=1.CCN(C(C)C)C(C)C. (3) Given the product [NH2:13][C:12]1[O:35][C:33]2[N:32]([CH3:36])[N:31]=[C:30]([C:27]3[CH:26]=[CH:25][C:24]([O:23][CH3:22])=[CH:29][CH:28]=3)[C:34]=2[CH:6]([C:5]2[CH:8]=[CH:9][C:2]([F:1])=[CH:3][CH:4]=2)[C:11]=1[C:10]#[N:14], predict the reactants needed to synthesize it. The reactants are: [F:1][C:2]1[CH:9]=[CH:8][C:5]([CH:6]=O)=[CH:4][CH:3]=1.[C:10](#[N:14])[CH2:11][C:12]#[N:13].C(N(CC)CC)C.[CH3:22][O:23][C:24]1[CH:29]=[CH:28][C:27]([C:30]2[CH2:34][C:33](=[O:35])[N:32]([CH3:36])[N:31]=2)=[CH:26][CH:25]=1.